Dataset: Catalyst prediction with 721,799 reactions and 888 catalyst types from USPTO. Task: Predict which catalyst facilitates the given reaction. Reactant: [CH2:1]([O:3][C:4](=[O:14])[C:5]1[CH:10]=[CH:9][C:8]([Br:11])=[CH:7][C:6]=1[CH2:12]Br)[CH3:2].[CH2:15]([O:17][C:18](=[O:32])[CH2:19][NH:20][CH2:21][C:22]1[CH:27]=[CH:26][C:25]([O:28][CH3:29])=[CH:24][C:23]=1[O:30][CH3:31])[CH3:16].[Na+].[I-].CCN(C(C)C)C(C)C. Product: [CH2:1]([O:3][C:4](=[O:14])[C:5]1[CH:10]=[CH:9][C:8]([Br:11])=[CH:7][C:6]=1[CH2:12][N:20]([CH2:21][C:22]1[CH:27]=[CH:26][C:25]([O:28][CH3:29])=[CH:24][C:23]=1[O:30][CH3:31])[CH2:19][C:18]([O:17][CH2:15][CH3:16])=[O:32])[CH3:2]. The catalyst class is: 31.